Dataset: Acute oral toxicity (LD50) regression data from Zhu et al.. Task: Regression/Classification. Given a drug SMILES string, predict its toxicity properties. Task type varies by dataset: regression for continuous values (e.g., LD50, hERG inhibition percentage) or binary classification for toxic/non-toxic outcomes (e.g., AMES mutagenicity, cardiotoxicity, hepatotoxicity). Dataset: ld50_zhu. The drug is CCOP(=O)(OCC)OC(=C(Cl)Cl)c1cc(Cl)cc(Cl)c1. The rat oral LD50 is 4.29, given as -log10 of the dose in mol/kg body weight (higher means more acutely toxic).